From a dataset of NCI-60 drug combinations with 297,098 pairs across 59 cell lines. Regression. Given two drug SMILES strings and cell line genomic features, predict the synergy score measuring deviation from expected non-interaction effect. (1) Synergy scores: CSS=54.8, Synergy_ZIP=2.36, Synergy_Bliss=4.75, Synergy_Loewe=-61.1, Synergy_HSA=0.581. Drug 2: C1=NC2=C(N=C(N=C2N1C3C(C(C(O3)CO)O)O)F)N. Cell line: KM12. Drug 1: CCC1(CC2CC(C3=C(CCN(C2)C1)C4=CC=CC=C4N3)(C5=C(C=C6C(=C5)C78CCN9C7C(C=CC9)(C(C(C8N6C=O)(C(=O)OC)O)OC(=O)C)CC)OC)C(=O)OC)O.OS(=O)(=O)O. (2) Drug 2: C1=CC(=CC=C1C#N)C(C2=CC=C(C=C2)C#N)N3C=NC=N3. Synergy scores: CSS=33.2, Synergy_ZIP=0.760, Synergy_Bliss=2.48, Synergy_Loewe=-1.12, Synergy_HSA=2.34. Cell line: U251. Drug 1: C1=C(C(=O)NC(=O)N1)N(CCCl)CCCl. (3) Drug 1: C1=CN(C(=O)N=C1N)C2C(C(C(O2)CO)O)O.Cl. Synergy scores: CSS=1.81, Synergy_ZIP=-2.71, Synergy_Bliss=-1.36, Synergy_Loewe=-8.86, Synergy_HSA=-1.89. Drug 2: CN1C(=O)N2C=NC(=C2N=N1)C(=O)N. Cell line: UACC-257. (4) Drug 1: CC1=CC=C(C=C1)C2=CC(=NN2C3=CC=C(C=C3)S(=O)(=O)N)C(F)(F)F. Drug 2: CCC1(CC2CC(C3=C(CCN(C2)C1)C4=CC=CC=C4N3)(C5=C(C=C6C(=C5)C78CCN9C7C(C=CC9)(C(C(C8N6C=O)(C(=O)OC)O)OC(=O)C)CC)OC)C(=O)OC)O.OS(=O)(=O)O. Cell line: NCI-H460. Synergy scores: CSS=7.27, Synergy_ZIP=-9.13, Synergy_Bliss=-17.5, Synergy_Loewe=-76.2, Synergy_HSA=-20.4. (5) Drug 1: CC(C1=C(C=CC(=C1Cl)F)Cl)OC2=C(N=CC(=C2)C3=CN(N=C3)C4CCNCC4)N. Drug 2: C1C(C(OC1N2C=C(C(=O)NC2=O)F)CO)O. Cell line: SK-MEL-5. Synergy scores: CSS=24.4, Synergy_ZIP=1.47, Synergy_Bliss=-0.942, Synergy_Loewe=-22.1, Synergy_HSA=-4.86. (6) Drug 1: C1CCC(C1)C(CC#N)N2C=C(C=N2)C3=C4C=CNC4=NC=N3. Drug 2: CS(=O)(=O)CCNCC1=CC=C(O1)C2=CC3=C(C=C2)N=CN=C3NC4=CC(=C(C=C4)OCC5=CC(=CC=C5)F)Cl. Cell line: T-47D. Synergy scores: CSS=1.56, Synergy_ZIP=0.769, Synergy_Bliss=4.45, Synergy_Loewe=-8.77, Synergy_HSA=-0.650. (7) Drug 1: C1=CC(=C2C(=C1NCCNCCO)C(=O)C3=C(C=CC(=C3C2=O)O)O)NCCNCCO. Drug 2: CC1C(C(CC(O1)OC2CC(CC3=C2C(=C4C(=C3O)C(=O)C5=C(C4=O)C(=CC=C5)OC)O)(C(=O)C)O)N)O.Cl. Cell line: SK-OV-3. Synergy scores: CSS=54.7, Synergy_ZIP=3.18, Synergy_Bliss=4.88, Synergy_Loewe=-1.89, Synergy_HSA=7.94.